Dataset: NCI-60 drug combinations with 297,098 pairs across 59 cell lines. Task: Regression. Given two drug SMILES strings and cell line genomic features, predict the synergy score measuring deviation from expected non-interaction effect. Drug 1: C1C(C(OC1N2C=C(C(=O)NC2=O)F)CO)O. Drug 2: CCC1(C2=C(COC1=O)C(=O)N3CC4=CC5=C(C=CC(=C5CN(C)C)O)N=C4C3=C2)O.Cl. Cell line: A549. Synergy scores: CSS=49.1, Synergy_ZIP=0.400, Synergy_Bliss=-0.519, Synergy_Loewe=-1.76, Synergy_HSA=3.95.